This data is from Forward reaction prediction with 1.9M reactions from USPTO patents (1976-2016). The task is: Predict the product of the given reaction. (1) Given the reactants [CH:1]([Mg]Br)([CH3:3])[CH3:2].[CH2:6]([NH:14][C:15]1[C:16]2[CH:23]=[C:22]([CH:24]=[O:25])[S:21][C:17]=2[N:18]=[CH:19][N:20]=1)[CH2:7][C:8]1[CH:13]=[CH:12][CH:11]=[CH:10][CH:9]=1.[Cl-].[NH4+], predict the reaction product. The product is: [CH3:2][CH:1]([CH3:3])[CH:24]([C:22]1[S:21][C:17]2[N:18]=[CH:19][N:20]=[C:15]([NH:14][CH2:6][CH2:7][C:8]3[CH:13]=[CH:12][CH:11]=[CH:10][CH:9]=3)[C:16]=2[CH:23]=1)[OH:25]. (2) The product is: [O:21]=[C:13]([C:14]1[CH:15]=[N:16][CH:17]=[CH:18][CH:19]=1)[CH2:1][CH2:23][C:22]([O:25][CH2:26][CH3:29])=[O:24]. Given the reactants [C:1](N1C=CN=C1)(N1C=CN=C1)=O.[C:13]([OH:21])(=O)[C:14]1[CH:19]=[CH:18][CH:17]=[N:16][CH:15]=1.[C:22]([O:25][C:26]([CH3:29])(C)C)(=[O:24])[CH3:23].C([N-]C(C)C)(C)C.[Li+].Cl.FC(F)(F)C(O)=O.C(=O)(O)[O-].[Na+], predict the reaction product. (3) Given the reactants [Cl:1][C:2]1[C:3]([F:11])=[C:4]([CH:8]=[CH:9][CH:10]=1)[C:5]([OH:7])=O.[CH:12]1([CH2:15][CH:16]([C:19]2[CH:20]=[N:21][C:22]([C:25]([F:28])([F:27])[F:26])=[CH:23][CH:24]=2)[CH2:17][NH2:18])[CH2:14][CH2:13]1, predict the reaction product. The product is: [Cl:1][C:2]1[C:3]([F:11])=[C:4]([CH:8]=[CH:9][CH:10]=1)[C:5]([NH:18][CH2:17][CH:16]([C:19]1[CH:20]=[N:21][C:22]([C:25]([F:28])([F:26])[F:27])=[CH:23][CH:24]=1)[CH2:15][CH:12]1[CH2:13][CH2:14]1)=[O:7]. (4) Given the reactants O1CCCC1.CC[O:8][C:9]([C@H:11]1[CH2:15][CH2:14][C@@H:13]([C:16]2[CH:21]=[CH:20][C:19]([F:22])=[CH:18][CH:17]=2)[N:12]1[C:23]([O:25][C:26]([CH3:29])([CH3:28])[CH3:27])=[O:24])=O.O, predict the reaction product. The product is: [C:26]([O:25][C:23]([N:12]1[C@@H:11]([CH2:9][OH:8])[CH2:15][CH2:14][C@H:13]1[C:16]1[CH:21]=[CH:20][C:19]([F:22])=[CH:18][CH:17]=1)=[O:24])([CH3:29])([CH3:27])[CH3:28]. (5) Given the reactants [CH2:1]([O:3][C:4]([C:6]1([C:9]2[CH:14]=[CH:13][C:12]([C:15]3[CH:20]=[CH:19][C:18]([C:21]4[O:25][N:24]=[C:23]([CH3:26])[C:22]=4[CH2:27][CH2:28][C:29](O)=[O:30])=[CH:17][CH:16]=3)=[CH:11][CH:10]=2)[CH2:8][CH2:7]1)=[O:5])[CH3:2].[CH3:32][NH:33][C@H:34]([C:36]1[CH:41]=[CH:40][CH:39]=[CH:38][CH:37]=1)[CH3:35], predict the reaction product. The product is: [CH2:1]([O:3][C:4]([C:6]1([C:9]2[CH:14]=[CH:13][C:12]([C:15]3[CH:16]=[CH:17][C:18]([C:21]4[O:25][N:24]=[C:23]([CH3:26])[C:22]=4[CH2:27][CH2:28][C:29](=[O:30])[N:33]([CH3:32])[C@H:34]([C:36]4[CH:41]=[CH:40][CH:39]=[CH:38][CH:37]=4)[CH3:35])=[CH:19][CH:20]=3)=[CH:11][CH:10]=2)[CH2:7][CH2:8]1)=[O:5])[CH3:2]. (6) Given the reactants [O:1]1[CH2:6][CH2:5][CH:4]([C:7]([N:9]2[C:15]3([CH2:17][CH2:16]3)[CH2:14][O:13][C:12]3[CH:18]=[C:19]([C:22]([O:24]C)=O)[CH:20]=[CH:21][C:11]=3[CH2:10]2)=[O:8])[CH2:3][CH2:2]1.[NH2:26][OH:27].[OH-].[Na+], predict the reaction product. The product is: [OH:27][NH:26][C:22]([C:19]1[CH:20]=[CH:21][C:11]2[CH2:10][N:9]([C:7]([CH:4]3[CH2:5][CH2:6][O:1][CH2:2][CH2:3]3)=[O:8])[C:15]3([CH2:14][O:13][C:12]=2[CH:18]=1)[CH2:17][CH2:16]3)=[O:24]. (7) Given the reactants Br[C:2]1[CH:9]=[C:6]([CH:7]=[O:8])[C:5]([OH:10])=[CH:4][CH:3]=1.[C:11]1(B(O)O)[CH:16]=[CH:15][CH:14]=[CH:13][CH:12]=1.COCCOC.C(=O)([O-])[O-].[Na+].[Na+], predict the reaction product. The product is: [CH:7]([C:6]1[CH:9]=[C:2]([C:11]2[CH:16]=[CH:15][CH:14]=[CH:13][CH:12]=2)[CH:3]=[CH:4][C:5]=1[OH:10])=[O:8]. (8) The product is: [ClH:3].[Cl:3][C:4]1[CH:5]=[CH:6][C:7]([O:18][CH2:19][C:20]2[CH:25]=[CH:24][CH:23]=[CH:22][CH:21]=2)=[C:8]([CH2:10][C:11]2[O:15][C:14]([C:16](=[NH:17])[O:27][CH3:26])=[CH:13][CH:12]=2)[CH:9]=1. Given the reactants [H-].[Na+].[Cl:3][C:4]1[CH:5]=[CH:6][C:7]([O:18][CH2:19][C:20]2[CH:25]=[CH:24][CH:23]=[CH:22][CH:21]=2)=[C:8]([CH2:10][C:11]2[O:15][C:14]([C:16]#[N:17])=[CH:13][CH:12]=2)[CH:9]=1.[CH3:26][OH:27], predict the reaction product.